Dataset: Catalyst prediction with 721,799 reactions and 888 catalyst types from USPTO. Task: Predict which catalyst facilitates the given reaction. (1) Reactant: Cl[C:2]1[N:7]=[C:6]([C:8]2[S:12][C:11]([N:13]3[CH2:17][CH2:16][CH2:15][CH2:14]3)=[N:10][C:9]=2[C:18]2[CH:19]=[C:20]([NH:24][S:25]([C:28]3[C:33]([F:34])=[CH:32][CH:31]=[CH:30][C:29]=3[F:35])(=[O:27])=[O:26])[CH:21]=[CH:22][CH:23]=2)[CH:5]=[CH:4][N:3]=1.[NH2:36][CH:37]1[CH2:42][CH2:41][CH:40]([NH:43][S:44]([CH3:47])(=[O:46])=[O:45])[CH2:39][CH2:38]1. The catalyst class is: 51. Product: [F:35][C:29]1[CH:30]=[CH:31][CH:32]=[C:33]([F:34])[C:28]=1[S:25]([NH:24][C:20]1[CH:21]=[CH:22][CH:23]=[C:18]([C:9]2[N:10]=[C:11]([N:13]3[CH2:17][CH2:16][CH2:15][CH2:14]3)[S:12][C:8]=2[C:6]2[CH:5]=[CH:4][N:3]=[C:2]([NH:36][C@H:37]3[CH2:42][CH2:41][C@H:40]([NH:43][S:44]([CH3:47])(=[O:46])=[O:45])[CH2:39][CH2:38]3)[N:7]=2)[CH:19]=1)(=[O:27])=[O:26]. (2) Reactant: [Na].[C:2]([O:8]CC)(=O)[CH2:3][C:4]([CH3:6])=O.Cl.[C:12]([NH2:15])(=[NH:14])[CH3:13].Cl. Product: [CH3:13][C:12]1[N:15]=[C:2]([OH:8])[CH:3]=[C:4]([CH3:6])[N:14]=1. The catalyst class is: 8. (3) Reactant: [CH:1]1([N:6]2[CH2:11][CH2:10][N:9]([C:12]([C:14]3[CH:15]=[C:16]4[C:20](=[CH:21][CH:22]=3)[NH:19][C:18]([C:23]([N:25]3[CH2:30][CH2:29][C:28]([F:32])([F:31])[CH2:27][CH2:26]3)=[O:24])=[CH:17]4)=[O:13])[CH2:8][CH2:7]2)[CH2:5][CH2:4][CH2:3][CH2:2]1.[CH3:33][C:34]1[CH:35]=[C:36](B(O)O)[CH:37]=[CH:38][CH:39]=1.N1C=CC=CC=1. Product: [CH:1]1([N:6]2[CH2:7][CH2:8][N:9]([C:12]([C:14]3[CH:15]=[C:16]4[C:20](=[CH:21][CH:22]=3)[N:19]([C:38]3[CH:39]=[C:34]([CH3:33])[CH:35]=[CH:36][CH:37]=3)[C:18]([C:23]([N:25]3[CH2:26][CH2:27][C:28]([F:31])([F:32])[CH2:29][CH2:30]3)=[O:24])=[CH:17]4)=[O:13])[CH2:10][CH2:11]2)[CH2:5][CH2:4][CH2:3][CH2:2]1. The catalyst class is: 221. (4) Reactant: [CH:1]1([C:7]2[C:15]3[C:10](=[CH:11][C:12]([C:16]([O:18][CH3:19])=[O:17])=[CH:13][CH:14]=3)[NH:9][C:8]=2[C:20]2[CH:25]=[CH:24][C:23]([O:26][CH3:27])=[CH:22][C:21]=2[CH2:28][O:29][Si:30]([CH:37]([CH3:39])[CH3:38])([CH:34]([CH3:36])[CH3:35])[CH:31]([CH3:33])[CH3:32])[CH2:6][CH2:5][CH2:4][CH2:3][CH2:2]1.CN(C=O)C.[CH2:45](Br)[C:46]#[CH:47]. Product: [CH3:19][O:18][C:16]([C:12]1[CH:11]=[C:10]2[C:15]([C:7]([CH:1]3[CH2:6][CH2:5][CH2:4][CH2:3][CH2:2]3)=[C:8]([C:20]3[CH:25]=[CH:24][C:23]([O:26][CH3:27])=[CH:22][C:21]=3[CH2:28][O:29][Si:30]([CH:31]([CH3:32])[CH3:33])([CH:37]([CH3:39])[CH3:38])[CH:34]([CH3:36])[CH3:35])[N:9]2[CH2:47][C:46]#[CH:45])=[CH:14][CH:13]=1)=[O:17]. The catalyst class is: 28. (5) Reactant: [OH:1][CH2:2][C:3]1[CH:8]=[C:7]([O:9][CH3:10])[CH:6]=[C:5]([N:11]=[N:12][C:13]2[CH:18]=[CH:17][C:16]([O:19][CH3:20])=[CH:15][C:14]=2[N+:21]([O-])=O)[C:4]=1[OH:24].[OH-].[Na+].C(S(O)=O)(N)=N.Cl. Product: [OH:1][CH2:2][C:3]1[CH:8]=[C:7]([O:9][CH3:10])[CH:6]=[C:5]([N:11]2[N:12]=[C:13]3[CH:18]=[CH:17][C:16]([O:19][CH3:20])=[CH:15][C:14]3=[N:21]2)[C:4]=1[OH:24]. The catalyst class is: 40. (6) Reactant: [ClH:1].[NH2:2][OH:3].[OH-].[K+].[CH3:6][O:7][C:8](=[O:32])[CH2:9][N:10]1[CH2:13][CH:12]([CH2:14][N:15]([CH2:24][C:25]2[C:30]([CH3:31])=[CH:29][CH:28]=[CH:27][N:26]=2)[CH2:16][C:17]2[C:22]([CH3:23])=[CH:21][CH:20]=[CH:19][N:18]=2)[CH2:11]1.[ClH:33]. Product: [CH2:6]([Cl:33])[Cl:1].[CH3:6][OH:7].[NH4+:10].[OH-:3].[CH3:23][C:22]1[C:17]([CH2:16][N:15]([CH2:14][CH:12]2[CH2:13][N:10]([CH2:9][C:8]([NH:2][OH:3])=[O:32])[CH2:11]2)[CH2:24][C:25]2[C:30]([CH3:31])=[CH:29][CH:28]=[CH:27][N:26]=2)=[N:18][CH:19]=[CH:20][CH:21]=1. The catalyst class is: 5. (7) Reactant: [CH2:1]([C@H:4]1[CH2:9][CH2:8][C@H:7]([CH2:10]Cl)[CH2:6][CH2:5]1)[CH2:2][CH3:3].[Mg].[CH3:13][O:14][Si:15](OC)([O:18][CH3:19])[O:16][CH3:17]. Product: [CH2:1]([C@H:4]1[CH2:9][CH2:8][C@H:7]([CH2:10][Si:15]([O:18][CH3:19])([O:16][CH3:17])[O:14][CH3:13])[CH2:6][CH2:5]1)[CH2:2][CH3:3]. The catalyst class is: 1. (8) Product: [CH3:17][O:18][C:19]1[CH:24]=[CH:23][C:22]([CH2:25][C:26]([N:9]([CH:2]([CH3:1])[C:3]2[CH:8]=[CH:7][CH:6]=[CH:5][CH:4]=2)[CH:10]2[CH2:15][CH2:14][N:13]([CH3:16])[CH2:12][CH2:11]2)=[O:27])=[CH:21][CH:20]=1. The catalyst class is: 4. Reactant: [CH3:1][CH:2]([NH:9][CH:10]1[CH2:15][CH2:14][N:13]([CH3:16])[CH2:12][CH2:11]1)[C:3]1[CH:8]=[CH:7][CH:6]=[CH:5][CH:4]=1.[CH3:17][O:18][C:19]1[CH:24]=[CH:23][C:22]([CH2:25][C:26](Cl)=[O:27])=[CH:21][CH:20]=1. (9) Reactant: [I:1][C:2]1[CH:7]=[CH:6][C:5]([C:8]2([OH:14])[CH2:13][CH2:12][O:11][CH2:10][CH2:9]2)=[CH:4][CH:3]=1.[H-].[Na+].[CH3:17]I.O. Product: [I:1][C:2]1[CH:7]=[CH:6][C:5]([C:8]2([O:14][CH3:17])[CH2:9][CH2:10][O:11][CH2:12][CH2:13]2)=[CH:4][CH:3]=1. The catalyst class is: 3. (10) Reactant: [C:1]1([C@H:7]2[CH2:11][CH2:10][C:9](=[N:12]O)[CH2:8]2)[CH:6]=[CH:5][CH:4]=[CH:3][CH:2]=1. Product: [C:1]1([CH:7]2[CH2:11][CH2:10][C@H:9]([NH2:12])[CH2:8]2)[CH:6]=[CH:5][CH:4]=[CH:3][CH:2]=1. The catalyst class is: 565.